Task: Predict the product of the given reaction.. Dataset: Forward reaction prediction with 1.9M reactions from USPTO patents (1976-2016) (1) Given the reactants [NH2:1][C:2]1[CH:11]=[CH:10][CH:9]=[C:8]2[C:3]=1[CH:4]=[CH:5][N:6]([CH2:13][C:14]1[CH:19]=[CH:18][CH:17]=[CH:16][N:15]=1)[C:7]2=[O:12].[Cl:20][C:21]1[CH:26]=[CH:25][C:24]([CH2:27][C:28](O)=[O:29])=[CH:23][C:22]=1[C:31]([F:34])([F:33])[F:32].F[P-](F)(F)(F)(F)F.C[N+](C)=C(N(C)C)ON1C2N=CC=CC=2N=N1.C(N(CC)C(C)C)(C)C, predict the reaction product. The product is: [Cl:20][C:21]1[CH:26]=[CH:25][C:24]([CH2:27][C:28]([NH:1][C:2]2[CH:11]=[CH:10][CH:9]=[C:8]3[C:3]=2[CH:4]=[CH:5][N:6]([CH2:13][C:14]2[CH:19]=[CH:18][CH:17]=[CH:16][N:15]=2)[C:7]3=[O:12])=[O:29])=[CH:23][C:22]=1[C:31]([F:32])([F:33])[F:34]. (2) Given the reactants [C:1]1([C:7]2[CH:12]=[C:11]([CH:13]([CH2:16][OH:17])[CH2:14][OH:15])[CH:10]=[CH:9][C:8]=2[NH:18][C:19]([C:21]2[N:22]([CH2:28][O:29][CH2:30][CH2:31][Si:32]([CH3:35])([CH3:34])[CH3:33])[CH:23]=[C:24]([C:26]#[N:27])[N:25]=2)=[O:20])[CH2:6][CH2:5][CH2:4][CH2:3][CH:2]=1.CCN(CC)CC.[CH3:43][S:44](Cl)(=[O:46])=[O:45], predict the reaction product. The product is: [C:26]([C:24]1[N:25]=[C:21]([C:19]([NH:18][C:8]2[CH:9]=[CH:10][C:11]([CH:13]([CH2:14][O:15][S:44]([CH3:43])(=[O:46])=[O:45])[CH2:16][O:17][S:44]([CH3:43])(=[O:46])=[O:45])=[CH:12][C:7]=2[C:1]2[CH2:6][CH2:5][CH2:4][CH2:3][CH:2]=2)=[O:20])[N:22]([CH2:28][O:29][CH2:30][CH2:31][Si:32]([CH3:34])([CH3:33])[CH3:35])[CH:23]=1)#[N:27]. (3) Given the reactants [Br:1][C:2]1[CH:9]=[CH:8][C:5]([C:6]#N)=[C:4]([CH3:10])[CH:3]=1.CC(C[Al]CC(C)C)C.CO.[OH:22]S(O)(=O)=O, predict the reaction product. The product is: [Br:1][C:2]1[CH:9]=[CH:8][C:5]([CH:6]=[O:22])=[C:4]([CH3:10])[CH:3]=1. (4) Given the reactants Br[C:2]1[CH:3]=[C:4]([C:8]2[C:17]3[C:12](=[CH:13][C:14]([O:20][CH3:21])=[C:15]([O:18][CH3:19])[CH:16]=3)[N:11]=[C:10]([NH:22][CH3:23])[N:9]=2)[CH:5]=[N:6][CH:7]=1.[CH3:24][S:25][C:26]1[CH:31]=[CH:30][C:29](OB(O)O)=[CH:28][CH:27]=1, predict the reaction product. The product is: [CH3:19][O:18][C:15]1[CH:16]=[C:17]2[C:12](=[CH:13][C:14]=1[O:20][CH3:21])[N:11]=[C:10]([NH:22][CH3:23])[N:9]=[C:8]2[C:4]1[CH:5]=[N:6][CH:7]=[C:2]([C:29]2[CH:30]=[CH:31][C:26]([S:25][CH3:24])=[CH:27][CH:28]=2)[CH:3]=1. (5) The product is: [Br:7][C:8]1[CH:9]=[CH:10][C:11]([N:14]2[N:18]=[C:17]([O:4][CH3:1])[CH:16]=[N:15]2)=[CH:12][CH:13]=1. Given the reactants [C:1](=[O:4])([O-])[O-].[Cs+].[Cs+].[Br:7][C:8]1[CH:13]=[CH:12][C:11]([N:14]2[N:18]=[C:17](O)[CH:16]=[N:15]2)=[CH:10][CH:9]=1.CI.O, predict the reaction product. (6) Given the reactants C(N(CC)CC)C.C(O)=O.[C:11]([CH2:13][CH2:14][CH2:15][CH2:16][C:17]([CH2:30][CH2:31][C:32]1[CH:37]=[CH:36][C:35]([C:38]([O:40][CH3:41])=[O:39])=[CH:34][CH:33]=1)(C(OCC=C)=O)[C:18]([O:20]CC=C)=[O:19])#[N:12].C1(P(C2C=CC=CC=2)C2C=CC=CC=2)C=CC=CC=1, predict the reaction product. The product is: [C:18]([CH:17]([CH2:16][CH2:15][CH2:14][CH2:13][C:11]#[N:12])[CH2:30][CH2:31][C:32]1[CH:37]=[CH:36][C:35]([C:38]([O:40][CH3:41])=[O:39])=[CH:34][CH:33]=1)([OH:20])=[O:19]. (7) Given the reactants II.[CH3:3][C@@:4]12[C:12](=[O:13])[CH2:11][CH2:10][C@H:9]1[C@@H:8]1[CH2:14][CH2:15][C:16]3[C@@H:22]([C@H:7]1[CH2:6][CH2:5]2)[CH2:21][CH2:20][C:18](=[O:19])[CH:17]=3.S([O-])([O-])(=[O:25])=S.[Na+].[Na+].[CH3:30][OH:31], predict the reaction product. The product is: [CH3:3][C@@:4]12[C:12](=[O:13])[CH2:11][CH2:10][C@H:9]1[C@@H:8]1[CH2:14][C:15]([C:16]3[CH:17]=[C:18]([OH:19])[CH:20]=[CH:21][C:22]=3[C@H:7]1[CH2:6][CH2:5]2)=[O:25].[CH3:30][O:31][CH3:3].